Predict the reaction yield, written as a fraction of the theoretical maximum amount of product (1.0 means a 100% yield; for example, 0.34 means a 34% yield). From a dataset of Reaction yield outcomes from USPTO patents with 853,638 reactions. (1) The reactants are [CH:1]([N:4]1[C:8]2[CH:9]=[C:10]([NH2:13])[CH:11]=[CH:12][C:7]=2[N:6]=[CH:5]1)([CH3:3])[CH3:2].[Br:14]Br.N. The catalyst is CO.C(Cl)Cl. The product is [CH:1]([N:4]1[C:8]2[C:9]([Br:14])=[C:10]([NH2:13])[CH:11]=[CH:12][C:7]=2[N:6]=[CH:5]1)([CH3:3])[CH3:2]. The yield is 0.470. (2) The reactants are [NH2:1][C@@H:2]([C:7]([OH:9])=[O:8])[C@@H:3]([CH2:5][CH3:6])[CH3:4].[CH2:10]([S:17](Cl)(=[O:19])=[O:18])[C:11]1[CH:16]=[CH:15][CH:14]=[CH:13][CH:12]=1.Cl. The catalyst is O1CCOCC1.[OH-].[Na+]. The product is [CH2:10]([S:17]([NH:1][C@@H:2]([C:7]([OH:9])=[O:8])[C@@H:3]([CH2:5][CH3:6])[CH3:4])(=[O:19])=[O:18])[C:11]1[CH:16]=[CH:15][CH:14]=[CH:13][CH:12]=1. The yield is 0.970. (3) The reactants are C(OC([N:8]1[CH2:13][CH2:12][CH:11]([NH:14][C:15]2[CH:20]=[C:19]([Cl:21])[CH:18]=[CH:17][C:16]=2[CH2:22][CH:23](OC)OC)[CH2:10][CH2:9]1)=O)(C)(C)C.C1(C)C=CC(S(O)(=O)=O)=CC=1. The catalyst is C1(C)C=CC=CC=1. The product is [Cl:21][C:19]1[CH:20]=[C:15]2[C:16]([CH:22]=[CH:23][N:14]2[CH:11]2[CH2:10][CH2:9][NH:8][CH2:13][CH2:12]2)=[CH:17][CH:18]=1. The yield is 0.980. (4) The reactants are [NH2:1][CH2:2][C:3]([CH3:8])([CH3:7])[C:4]([NH2:6])=[O:5].OC1C=CC=CN=1.[CH3:16][C:17]1([CH3:55])[CH2:22][N:21]([C:23]2[CH:28]=[CH:27][CH:26]=[CH:25][C:24]=2[CH3:29])[C:20](=[O:30])[CH2:19][N:18]1[CH2:31][C@H:32]([NH:42][S:43]([C:46]1[CH:51]=[CH:50][CH:49]=[CH:48][C:47]=1[N+:52]([O-:54])=[O:53])(=[O:45])=[O:44])[C@@H:33]1[CH2:37][C@@H:36]([CH:38]([CH3:40])[CH3:39])[C:35](=[O:41])[O:34]1. The catalyst is C(N(CC)CC)C. The product is [C:4]([C:3]([CH3:8])([CH3:7])[CH2:2][NH:1][C:35](=[O:41])[C@H:36]([CH:38]([CH3:39])[CH3:40])[CH2:37][C@H:33]([OH:34])[C@@H:32]([NH:42][S:43]([C:46]1[CH:51]=[CH:50][CH:49]=[CH:48][C:47]=1[N+:52]([O-:54])=[O:53])(=[O:44])=[O:45])[CH2:31][N:18]1[CH2:19][C:20](=[O:30])[N:21]([C:23]2[CH:28]=[CH:27][CH:26]=[CH:25][C:24]=2[CH3:29])[CH2:22][C:17]1([CH3:55])[CH3:16])(=[O:5])[NH2:6]. The yield is 0.780. (5) The reactants are [CH3:1][C:2]1[N:3]=[C:4]2[CH:12]=[CH:11][CH:10]=[C:9]3[N:5]2[C:6]=1[C:7](=[O:13])[NH:8]3.[H-].[Na+].Br[CH2:17][CH2:18][CH2:19][N:20]1[C:24](=[O:25])[C:23]2=[CH:26][CH:27]=[CH:28][CH:29]=[C:22]2[C:21]1=[O:30].O. The catalyst is CN(C=O)C. The product is [CH3:1][C:2]1[N:3]=[C:4]2[CH:12]=[CH:11][CH:10]=[C:9]3[N:5]2[C:6]=1[C:7](=[O:13])[N:8]3[CH2:17][CH2:18][CH2:19][N:20]1[C:24](=[O:25])[C:23]2=[CH:26][CH:27]=[CH:28][CH:29]=[C:22]2[C:21]1=[O:30]. The yield is 0.317. (6) The reactants are [Br:1][C:2]1[C:10]2[C:5](=[N:6][CH:7]=[N:8][C:9]=2[NH2:11])[NH:4][N:3]=1.O[CH:13]1[CH2:18][N:17]([C:19]([O:21][C:22]([CH3:25])([CH3:24])[CH3:23])=[O:20])[CH:16]([CH3:26])[CH2:15][CH2:14]1.C1(P(C2C=CC=CC=2)C2C=CC=CC=2)C=CC=CC=1.CC(OC(/N=N/C(OC(C)C)=O)=O)C. The catalyst is C1COCC1. The product is [NH2:11][C:9]1[N:8]=[CH:7][N:6]=[C:5]2[N:4]([CH:13]3[CH2:18][N:17]([C:19]([O:21][C:22]([CH3:25])([CH3:24])[CH3:23])=[O:20])[CH:16]([CH3:26])[CH2:15][CH2:14]3)[N:3]=[C:2]([Br:1])[C:10]=12. The yield is 0.720. (7) The catalyst is CN(C=O)C. The reactants are Br[C:2]1[C:11]([O:12][CH3:13])=[CH:10][CH:9]=[C:8]2[C:3]=1[CH:4]=[CH:5][N:6]=[C:7]2[O:14][CH:15]1[CH2:32][CH:31]2[N:17]([C:18](=[O:44])[N:19]([CH3:43])[CH2:20][CH2:21][CH2:22][CH2:23][CH:24]=[CH:25][CH:26]3[C:28]([C:34]([NH:36][S:37]([CH:40]4[CH2:42][CH2:41]4)(=[O:39])=[O:38])=[O:35])([NH:29][C:30]2=[O:33])[CH2:27]3)[CH2:16]1.C[C:46]1[N:51]=[CH:50][C:49](B(O)O)=[CH:48][CH:47]=1.[C:55](=O)([O-])[O-].[Na+].[Na+]. The yield is 0.210. The product is [CH3:55][C:48]1[CH:47]=[CH:46][N:51]=[CH:50][C:49]=1[C:2]1[C:11]([O:12][CH3:13])=[CH:10][CH:9]=[C:8]2[C:3]=1[CH:4]=[CH:5][N:6]=[C:7]2[O:14][CH:15]1[CH2:32][CH:31]2[N:17]([C:18](=[O:44])[N:19]([CH3:43])[CH2:20][CH2:21][CH2:22][CH2:23][CH:24]=[CH:25][CH:26]3[C:28]([C:34]([NH:36][S:37]([CH:40]4[CH2:41][CH2:42]4)(=[O:39])=[O:38])=[O:35])([NH:29][C:30]2=[O:33])[CH2:27]3)[CH2:16]1. (8) The reactants are [CH3:1][O:2][C:3]1[C:8]2[O:9][CH2:10][O:11][C:7]=2[CH:6]=[C:5]([C:12](OC)=[O:13])[CH:4]=1.[H-].[H-].[H-].[H-].[Li+].[Al+3].O.[OH-].[Na+]. The catalyst is C1COCC1. The product is [CH3:1][O:2][C:3]1[C:8]2[O:9][CH2:10][O:11][C:7]=2[CH:6]=[C:5]([CH2:12][OH:13])[CH:4]=1. The yield is 0.520. (9) The reactants are [CH3:1][C:2]1[CH:3]=[CH:4][CH:5]=[C:6]2[C:11]=1[N:10]=[CH:9][N:8]=[CH:7]2.[Br:12]Br. The catalyst is S([O-])([O-])(=O)=O.[Ag+2].OS(O)(=O)=O. The product is [Br:12][C:5]1[CH:4]=[CH:3][C:2]([CH3:1])=[C:11]2[C:6]=1[CH:7]=[N:8][CH:9]=[N:10]2. The yield is 0.510. (10) The reactants are [F:1][C:2]1[C:7]([NH:8][CH2:9][C:10]2[CH:15]=[C:14]([C:16]3[CH:21]=[CH:20][CH:19]=[C:18]([F:22])[CH:17]=3)[CH:13]=[CH:12][C:11]=2[F:23])=[C:6]([F:24])[C:5]([CH3:25])=[CH:4][C:3]=1[OH:26].C([O-])([O-])=O.[Cs+].[Cs+].Br[CH2:34][C:35]([O:37][CH:38]([CH3:40])[CH3:39])=[O:36].O. The catalyst is CN(C=O)C. The product is [F:1][C:2]1[C:7]([NH:8][CH2:9][C:10]2[CH:15]=[C:14]([C:16]3[CH:21]=[CH:20][CH:19]=[C:18]([F:22])[CH:17]=3)[CH:13]=[CH:12][C:11]=2[F:23])=[C:6]([F:24])[C:5]([CH3:25])=[CH:4][C:3]=1[O:26][CH2:34][C:35]([O:37][CH:38]([CH3:40])[CH3:39])=[O:36]. The yield is 0.760.